From a dataset of Full USPTO retrosynthesis dataset with 1.9M reactions from patents (1976-2016). Predict the reactants needed to synthesize the given product. (1) Given the product [Cl:56][C:57]1[CH:58]=[C:44]([CH:43]=[CH:42][CH:41]=1)[CH2:45][NH:46][C:16]([C:10]1[CH:9]=[C:8]2[C:13]([C:14](=[O:15])[N:5]([CH2:4][C:3]3[CH:19]=[CH:20][CH:21]=[CH:22][C:2]=3[F:1])[CH:6]=[N:7]2)=[CH:12][CH:11]=1)=[O:17], predict the reactants needed to synthesize it. The reactants are: [F:1][C:2]1[CH:22]=[CH:21][CH:20]=[CH:19][C:3]=1[CH2:4][N:5]1[C:14](=[O:15])[C:13]2[C:8](=[CH:9][C:10]([C:16]([O-])=[O:17])=[CH:11][CH:12]=2)[N:7]=[CH:6]1.CCN(C(C)C)C(C)C.CN(C(ON1N=N[C:42]2[CH:43]=[CH:44][CH:45]=[N:46][C:41]1=2)=[N+](C)C)C.F[P-](F)(F)(F)(F)F.[Cl:56][C:57]1C=CC(CN)=C[CH:58]=1. (2) Given the product [F:25][C:19]1[CH:20]=[CH:21][CH:22]=[C:23]([F:24])[C:18]=1[C:15]1[CH:16]=[CH:17][C:12]2[N:13]([C:9]([NH:8][C:3]3[CH:4]=[N:5][CH:6]=[CH:7][C:2]=3[C:66]3[CH:71]=[N:70][CH:69]=[C:68]([NH2:72])[CH:67]=3)=[N:10][CH:11]=2)[N:14]=1, predict the reactants needed to synthesize it. The reactants are: Br[C:2]1[CH:7]=[CH:6][N:5]=[CH:4][C:3]=1[NH:8][C:9]1[N:13]2[N:14]=[C:15]([C:18]3[C:23]([F:24])=[CH:22][CH:21]=[CH:20][C:19]=3[F:25])[CH:16]=[CH:17][C:12]2=[CH:11][N:10]=1.[Si](O[C@@H]1[C@@H](O[Si](C(C)(C)C)(C)C)CCN(C(OCC2C=CC=CC=2)=O)C1)(C(C)(C)C)(C)C.CC1(C)C(C)(C)OB([C:66]2[CH:67]=[C:68]([NH2:72])[CH:69]=[N:70][CH:71]=2)O1. (3) Given the product [CH:1]1([NH:4][C:5](=[O:23])[C:6]2[CH:11]=[CH:10][C:9]([CH3:12])=[C:8]([NH:13][C:14](=[O:22])[C:15]3[CH:16]=[CH:17][C:18]([O:21][CH2:32][C:28]4[CH:27]=[C:26]([O:25][CH3:24])[CH:31]=[CH:30][N:29]=4)=[CH:19][CH:20]=3)[CH:7]=2)[CH2:2][CH2:3]1, predict the reactants needed to synthesize it. The reactants are: [CH:1]1([NH:4][C:5](=[O:23])[C:6]2[CH:11]=[CH:10][C:9]([CH3:12])=[C:8]([NH:13][C:14](=[O:22])[C:15]3[CH:20]=[CH:19][C:18]([OH:21])=[CH:17][CH:16]=3)[CH:7]=2)[CH2:3][CH2:2]1.[CH3:24][O:25][C:26]1[CH:31]=[CH:30][N:29]=[C:28]([CH2:32]O)[CH:27]=1.C(P(CCCC)CCCC)CCC.N(C(OC(C)C)=O)=NC(OC(C)C)=O. (4) Given the product [CH3:18][C:13]1[N:12]([C:7]2[C:8]([F:11])=[C:9]([F:10])[C:4]([C:3]([OH:21])=[O:2])=[C:5]([F:20])[C:6]=2[F:19])[C:16]([CH3:17])=[CH:15][CH:14]=1, predict the reactants needed to synthesize it. The reactants are: C[O:2][C:3](=[O:21])[C:4]1[C:9]([F:10])=[C:8]([F:11])[C:7]([N:12]2[C:16]([CH3:17])=[CH:15][CH:14]=[C:13]2[CH3:18])=[C:6]([F:19])[C:5]=1[F:20].[OH-].[Na+].